From a dataset of TCR-epitope binding with 47,182 pairs between 192 epitopes and 23,139 TCRs. Binary Classification. Given a T-cell receptor sequence (or CDR3 region) and an epitope sequence, predict whether binding occurs between them. (1) The epitope is IVTDFSVIK. The TCR CDR3 sequence is CASSLDRGGSPLHF. Result: 0 (the TCR does not bind to the epitope). (2) Result: 0 (the TCR does not bind to the epitope). The TCR CDR3 sequence is CASSFSGTPYEQYF. The epitope is HTDFSSEIIGY. (3) The epitope is GLIYNRMGAVTTEV. The TCR CDR3 sequence is CASSLGLGTDTQYF. Result: 0 (the TCR does not bind to the epitope). (4) The epitope is VSFIEFVGW. The TCR CDR3 sequence is CASTDGRQPQHF. Result: 0 (the TCR does not bind to the epitope). (5) The epitope is RLYYDSMSY. The TCR CDR3 sequence is CASSIRRDTQYF. Result: 0 (the TCR does not bind to the epitope). (6) The epitope is IVTDFSVIK. The TCR CDR3 sequence is CASSLLGQNTGELFF. Result: 1 (the TCR binds to the epitope).